Dataset: Full USPTO retrosynthesis dataset with 1.9M reactions from patents (1976-2016). Task: Predict the reactants needed to synthesize the given product. (1) Given the product [Br:1][C:2]1[CH:3]=[C:4]2[C:9](=[CH:10][CH:11]=1)[C:8](=[O:12])[NH:7][C:6](=[O:13])/[C:5]/2=[CH:14]\[NH:22][CH2:23][CH2:24][CH2:25][N:26]1[CH2:30][CH2:29][CH2:28][C:27]1=[O:31], predict the reactants needed to synthesize it. The reactants are: [Br:1][C:2]1[CH:3]=[C:4]2[C:9](=[CH:10][CH:11]=1)[C:8](=[O:12])[NH:7][C:6](=[O:13])[C:5]2=[CH:14]OC.CN(C)C=O.[NH2:22][CH2:23][CH2:24][CH2:25][N:26]1[CH2:30][CH2:29][CH2:28][C:27]1=[O:31]. (2) Given the product [C:22]([O:25][CH2:2][CH2:3][CH2:4][CH2:5][CH2:6][CH2:7][O:8][CH2:9][CH2:10][C:11]#[C:12][C:13]1[CH:18]=[CH:17][CH:16]=[C:15]([N+:19]([O-:21])=[O:20])[CH:14]=1)(=[O:24])[CH3:23], predict the reactants needed to synthesize it. The reactants are: Br[CH2:2][CH2:3][CH2:4][CH2:5][CH2:6][CH2:7][O:8][CH2:9][CH2:10][C:11]#[C:12][C:13]1[CH:18]=[CH:17][CH:16]=[C:15]([N+:19]([O-:21])=[O:20])[CH:14]=1.[C:22]([O-:25])(=[O:24])[CH3:23].[Na+].